Dataset: Forward reaction prediction with 1.9M reactions from USPTO patents (1976-2016). Task: Predict the product of the given reaction. (1) Given the reactants [Cl:1][CH2:2][CH2:3][CH2:4][C:5]#[N:6].[N-:7]=[N+:8]=[N-:9].[Na+].[Cl-].[NH4+].[OH-].[Na+], predict the reaction product. The product is: [Cl:1][CH2:2][CH2:3][CH2:4][C:5]1[NH:9][N:8]=[N:7][N:6]=1. (2) Given the reactants [CH3:1][O:2][C:3]1[CH:8]=[CH:7][C:6]([N+:9]([O-:11])=[O:10])=[CH:5][C:4]=1[NH:12][CH:13]=O.[H-].[Na+].COC1C=CC([N+]([O-])=O)=CC=1N.[Cl:29][C:30]1[CH:35]=[CH:34][N:33]=[C:32]([S:36]([CH3:39])(=[O:38])=[O:37])[N:31]=1.C1C=C(Cl)C=C(C(OO)=O)C=1.OOS([O-])=O.[K+].[OH-].[Na+], predict the reaction product. The product is: [CH3:39][S:36]([C:32]1[N:33]=[CH:34][CH:35]=[CH:30][N:31]=1)(=[O:38])=[O:37].[Cl:29][C:30]1[CH:35]=[CH:34][N:33]=[C:13]([NH:12][C:4]2[CH:5]=[C:6]([N+:9]([O-:11])=[O:10])[CH:7]=[CH:8][C:3]=2[O:2][CH3:1])[N:31]=1. (3) Given the reactants C([O:3][C:4]([C:6]1([NH:15][C:16]([C:18]2[CH:23]=[CH:22][N:21]=[CH:20][C:19]=2[N:24]([CH:26]([CH3:28])[CH3:27])[CH3:25])=[O:17])[CH2:14][C:13]2[C:8](=[CH:9][CH:10]=[CH:11][CH:12]=2)[CH2:7]1)=[O:5])C.O1CCOCC1.CO, predict the reaction product. The product is: [CH:26]([N:24]([CH3:25])[C:19]1[CH:20]=[N:21][CH:22]=[CH:23][C:18]=1[C:16]([NH:15][C:6]1([C:4]([OH:5])=[O:3])[CH2:7][C:8]2[C:13](=[CH:12][CH:11]=[CH:10][CH:9]=2)[CH2:14]1)=[O:17])([CH3:28])[CH3:27]. (4) Given the reactants [Cl:1][C:2]1[N:3]=[CH:4][N:5]([C:7]2[CH:12]=[CH:11][C:10]([NH:13][C:14]3[N:15]=[C:16]([N:30]([CH3:32])[CH3:31])[C:17]4[CH2:22][CH2:21][CH:20]([C:23]5[CH:28]=[CH:27][C:26]([F:29])=[CH:25][CH:24]=5)[C:18]=4[N:19]=3)=[CH:9][C:8]=2[O:33][CH3:34])[CH:6]=1, predict the reaction product. The product is: [Cl:1][C:2]1[N:3]=[CH:4][N:5]([C:7]2[CH:12]=[CH:11][C:10]([NH:13][C:14]3[N:15]=[C:16]([N:30]([CH3:31])[CH3:32])[C:17]4[CH2:22][CH2:21][C@H:20]([C:23]5[CH:28]=[CH:27][C:26]([F:29])=[CH:25][CH:24]=5)[C:18]=4[N:19]=3)=[CH:9][C:8]=2[O:33][CH3:34])[CH:6]=1. (5) Given the reactants [F:1][C:2]1[CH:3]=[C:4]([N+:13]([O-:15])=[O:14])[CH:5]=[C:6]2[C:11]=1[NH:10][C:9](=O)[CH2:8][CH2:7]2.C1COCC1, predict the reaction product. The product is: [F:1][C:2]1[CH:3]=[C:4]([N+:13]([O-:15])=[O:14])[CH:5]=[C:6]2[C:11]=1[NH:10][CH2:9][CH2:8][CH2:7]2. (6) The product is: [CH3:1]/[C:2](=[CH:9]\[C:10]1[CH:15]=[CH:14][C:13]([CH3:16])=[CH:12][CH:11]=1)/[CH2:3][CH2:4][CH2:5][OH:6]. Given the reactants [CH3:1]/[C:2](=[CH:9]\[C:10]1[CH:15]=[CH:14][C:13]([CH3:16])=[CH:12][CH:11]=1)/[CH2:3][CH2:4][C:5](OC)=[O:6].[H-].[Al+3].[Li+].[H-].[H-].[H-], predict the reaction product. (7) Given the reactants [Cl:1][C:2]1[N:7]=[CH:6][C:5]([C:8](OC)=[O:9])=[C:4]([C:12]([F:15])([F:14])[F:13])[CH:3]=1.[H-].[H-].[H-].[H-].[Li+].[Al+3].[NH4+].[Cl-].[BH4-].[Na+], predict the reaction product. The product is: [Cl:1][C:2]1[N:7]=[CH:6][C:5]([CH2:8][OH:9])=[C:4]([C:12]([F:15])([F:13])[F:14])[CH:3]=1.